From a dataset of Catalyst prediction with 721,799 reactions and 888 catalyst types from USPTO. Predict which catalyst facilitates the given reaction. (1) Reactant: CN(C=O)C.[Na:6].[CH2:7]([O:14][C@@H:15]1[C@@H:20]([O:21][CH2:22][C:23]2[CH:28]=[CH:27][CH:26]=[CH:25][CH:24]=2)[C@H:19]([O:29][CH2:30][C:31]2[CH:36]=[CH:35][CH:34]=[CH:33][CH:32]=2)[C@@H:18]([CH2:37][S:38]([OH:41])(=[O:40])=[O:39])[O:17][C@@H:16]1[O:42][CH2:43][CH2:44][CH2:45][OH:46])[C:8]1[CH:13]=[CH:12][CH:11]=[CH:10][CH:9]=1.[C:47]([NH:57][CH2:58][CH2:59][C:60](O)=[O:61])([O:49][CH2:50][C:51]1[CH:56]=[CH:55][CH:54]=[CH:53][CH:52]=1)=[O:48].Cl.C(N=C=NCCCN(C)C)C. Product: [Na:6].[CH2:7]([O:14][C@@H:15]1[C@@H:20]([O:21][CH2:22][C:23]2[CH:24]=[CH:25][CH:26]=[CH:27][CH:28]=2)[C@H:19]([O:29][CH2:30][C:31]2[CH:32]=[CH:33][CH:34]=[CH:35][CH:36]=2)[C@@H:18]([CH2:37][S:38]([OH:41])(=[O:39])=[O:40])[O:17][C@@H:16]1[O:42][CH2:43][CH2:44][CH2:45][O:46][C:60](=[O:61])[CH2:59][CH2:58][NH:57][C:47]([O:49][CH2:50][C:51]1[CH:52]=[CH:53][CH:54]=[CH:55][CH:56]=1)=[O:48])[C:8]1[CH:9]=[CH:10][CH:11]=[CH:12][CH:13]=1. The catalyst class is: 777. (2) The catalyst class is: 104. Product: [Cl:1][C:2]1[C:3]2[CH:10]=[C:9]([C:34]3[CH:35]=[CH:36][C:31]([N:28]4[CH2:29][CH2:30][N:25]([CH:23]5[CH2:24][O:21][CH2:22]5)[CH2:26][CH2:27]4)=[CH:32][CH:33]=3)[NH:8][C:4]=2[N:5]=[CH:6][N:7]=1. Reactant: [Cl:1][C:2]1[C:3]2[CH:10]=[C:9](I)[N:8](S(C3C=CC=CC=3)(=O)=O)[C:4]=2[N:5]=[CH:6][N:7]=1.[O:21]1[CH2:24][CH:23]([N:25]2[CH2:30][CH2:29][N:28]([C:31]3[CH:36]=[CH:35][C:34](B4OC(C)(C)C(C)(C)O4)=[CH:33][CH:32]=3)[CH2:27][CH2:26]2)[CH2:22]1.C([O-])([O-])=O.[Na+].[Na+].C(#N)C.O.